Dataset: Forward reaction prediction with 1.9M reactions from USPTO patents (1976-2016). Task: Predict the product of the given reaction. (1) Given the reactants [NH2:1][CH2:2][CH2:3][CH:4]1[CH2:9][CH2:8][N:7]([C:10]2[C:11]3[S:19][C:18]([C:20]([NH2:22])=[O:21])=[CH:17][C:12]=3[N:13]=[C:14]([CH3:16])[N:15]=2)[CH2:6][CH2:5]1.C(N(CC)CC)C.[CH3:30][S:31](Cl)(=[O:33])=[O:32], predict the reaction product. The product is: [CH3:16][C:14]1[N:15]=[C:10]([N:7]2[CH2:8][CH2:9][CH:4]([CH2:3][CH2:2][NH:1][S:31]([CH3:30])(=[O:33])=[O:32])[CH2:5][CH2:6]2)[C:11]2[S:19][C:18]([C:20]([NH2:22])=[O:21])=[CH:17][C:12]=2[N:13]=1. (2) Given the reactants [OH:1][CH2:2][C@@H:3]([NH:11][C:12](=[O:18])[O:13][C:14]([CH3:17])([CH3:16])[CH3:15])[CH2:4][C@H:5]([CH2:9][OH:10])[CH2:6][CH:7]=[CH2:8].B(F)(F)F.CCOCC.CO[C:30](OC)([CH3:32])[CH3:31], predict the reaction product. The product is: [OH:10][CH2:9][C@H:5]([CH2:6][CH:7]=[CH2:8])[CH2:4][C@H:3]1[CH2:2][O:1][C:30]([CH3:32])([CH3:31])[N:11]1[C:12]([O:13][C:14]([CH3:17])([CH3:16])[CH3:15])=[O:18]. (3) Given the reactants [CH3:1][O:2][C:3]1[CH:8]=[CH:7][C:6]([OH:9])=[C:5]([C:10]2[N:14]=[CH:13][NH:12][N:11]=2)[CH:4]=1.Cl[C:16]1[C:21]([CH3:22])=[CH:20][CH:19]=[CH:18][N:17]=1, predict the reaction product. The product is: [CH3:1][O:2][C:3]1[CH:8]=[CH:7][C:6]([OH:9])=[C:5]([C:10]2[N:14]=[CH:13][N:12]([C:16]3[C:21]([CH3:22])=[CH:20][CH:19]=[CH:18][N:17]=3)[N:11]=2)[CH:4]=1. (4) Given the reactants C[C:2]1(C)[C:14](=[CH2:15])[C:13](=[O:16])[C:12]2[C:11]3[C:6](=[CH:7][CH:8]=[CH:9][CH:10]=3)[N:5]([CH2:17][C:18]3[CH:27]=[CH:26][C:21]([C:22]([O:24][CH3:25])=[O:23])=[CH:20][CH:19]=3)[C:4]=2[CH2:3]1.[CH3:29][S:30]([N:33]1[CH2:38][CH2:37][NH:36][CH2:35][CH2:34]1)(=[O:32])=[O:31], predict the reaction product. The product is: [CH3:29][S:30]([N:33]1[CH2:38][CH2:37][N:36]([CH2:15][CH:14]2[C:13](=[O:16])[C:12]3[C:11]4[C:6](=[CH:7][CH:8]=[CH:9][CH:10]=4)[N:5]([CH2:17][C:18]4[CH:19]=[CH:20][C:21]([C:22]([O:24][CH3:25])=[O:23])=[CH:26][CH:27]=4)[C:4]=3[CH2:3][CH2:2]2)[CH2:35][CH2:34]1)(=[O:32])=[O:31]. (5) Given the reactants [NH:1]1[C:9]2[C:4](=[CH:5][C:6]([C:10](=O)[CH2:11][CH3:12])=[CH:7][CH:8]=2)[CH:3]=[N:2]1.[Cl:14][CH2:15][CH2:16][O:17][C:18]1[CH:23]=[CH:22][C:21]([C:24]([C:26]2[CH:31]=[CH:30][C:29]([OH:32])=[CH:28][CH:27]=2)=O)=[CH:20][CH:19]=1, predict the reaction product. The product is: [Cl:14][CH2:15][CH2:16][O:17][C:18]1[CH:23]=[CH:22][C:21]([C:24]([C:26]2[CH:31]=[CH:30][C:29]([OH:32])=[CH:28][CH:27]=2)=[C:10]([C:6]2[CH:5]=[C:4]3[C:9](=[CH:8][CH:7]=2)[NH:1][N:2]=[CH:3]3)[CH2:11][CH3:12])=[CH:20][CH:19]=1.